Dataset: Peptide-MHC class II binding affinity with 134,281 pairs from IEDB. Task: Regression. Given a peptide amino acid sequence and an MHC pseudo amino acid sequence, predict their binding affinity value. This is MHC class II binding data. (1) The peptide sequence is AHARSYQTLSTQAAA. The MHC is DRB4_0101 with pseudo-sequence DRB4_0103. The binding affinity (normalized) is 0.184. (2) The peptide sequence is SHIQSAVVCGRRHGV. The MHC is HLA-DPA10103-DPB10401 with pseudo-sequence HLA-DPA10103-DPB10401. The binding affinity (normalized) is 0. (3) The peptide sequence is RGIVKENIIDLTKIDR. The MHC is DRB1_0401 with pseudo-sequence DRB1_0401. The binding affinity (normalized) is 0.188. (4) The peptide sequence is AVLVATNFFGINTIP. The MHC is DRB1_0101 with pseudo-sequence DRB1_0101. The binding affinity (normalized) is 0.741.